Task: Predict the product of the given reaction.. Dataset: Forward reaction prediction with 1.9M reactions from USPTO patents (1976-2016) (1) Given the reactants [CH2:1]([O:8][C:9]1[CH:14]=[C:13]([O:15][Si:16]([C:19]([CH3:22])([CH3:21])[CH3:20])([CH3:18])[CH3:17])[CH:12]=[CH:11][C:10]=1[NH2:23])[C:2]1[CH:7]=[CH:6][CH:5]=[CH:4][CH:3]=1.Br[CH2:25][C:26]([O:28][C:29]([CH3:32])([CH3:31])[CH3:30])=[O:27].C(=O)([O-])[O-].[K+].[K+].C([Si](C)(C)Cl)(C)(C)C.N1C=CN=C1.CN(C1C=CC=CN=1)C, predict the reaction product. The product is: [C:29]([O:28][C:26](=[O:27])[CH2:25][NH:23][C:10]1[CH:11]=[CH:12][C:13]([O:15][Si:16]([C:19]([CH3:20])([CH3:22])[CH3:21])([CH3:17])[CH3:18])=[CH:14][C:9]=1[O:8][CH2:1][C:2]1[CH:3]=[CH:4][CH:5]=[CH:6][CH:7]=1)([CH3:32])([CH3:31])[CH3:30]. (2) The product is: [NH2:8][C:5]1[CH:6]=[CH:7][C:2]([CH3:1])=[C:3]([NH:11][C:12]([C:14]2[CH:15]=[C:16]3[C:21](=[CH:22][CH:23]=2)[N:20]=[CH:19][NH:18][C:17]3=[O:24])=[O:13])[CH:4]=1. Given the reactants [CH3:1][C:2]1[CH:7]=[CH:6][C:5]([N+:8]([O-])=O)=[CH:4][C:3]=1[NH:11][C:12]([C:14]1[CH:15]=[C:16]2[C:21](=[CH:22][CH:23]=1)[N:20]=[CH:19][NH:18][C:17]2=[O:24])=[O:13], predict the reaction product. (3) The product is: [Br:3][C:4]1[C:5](=[O:10])[N:6]([CH3:11])[CH:7]=[CH:8][CH:9]=1. Given the reactants IC.[Br:3][C:4]1[C:5]([OH:10])=[N:6][CH:7]=[CH:8][CH:9]=1.[C:11](=O)([O-])[O-].[K+].[K+].O, predict the reaction product.